This data is from Reaction yield outcomes from USPTO patents with 853,638 reactions. The task is: Predict the reaction yield, written as a fraction of the theoretical maximum amount of product (1.0 means a 100% yield; for example, 0.34 means a 34% yield). The reactants are [Br:1][C:2]1[CH:23]=[CH:22][C:5](/[CH:6]=[CH:7]/[C@H:8]2[CH2:12][O:11]C(C)(C)[N:9]2C(OC(C)(C)C)=O)=[CH:4][CH:3]=1.FC(F)(F)C(O)=O. The catalyst is C(#N)C.O.C(OCC)(=O)C.C1COCC1. The product is [NH2:9][C@@H:8](/[CH:7]=[CH:6]/[C:5]1[CH:4]=[CH:3][C:2]([Br:1])=[CH:23][CH:22]=1)[CH2:12][OH:11]. The yield is 0.680.